This data is from Merck oncology drug combination screen with 23,052 pairs across 39 cell lines. The task is: Regression. Given two drug SMILES strings and cell line genomic features, predict the synergy score measuring deviation from expected non-interaction effect. (1) Drug 2: Cc1nc(Nc2ncc(C(=O)Nc3c(C)cccc3Cl)s2)cc(N2CCN(CCO)CC2)n1. Drug 1: CN1C(=O)C=CC2(C)C3CCC4(C)C(NC(=O)OCC(F)(F)F)CCC4C3CCC12. Cell line: UWB1289. Synergy scores: synergy=-2.31. (2) Drug 1: N#Cc1ccc(Cn2cncc2CN2CCN(c3cccc(Cl)c3)C(=O)C2)cc1. Drug 2: C=CCn1c(=O)c2cnc(Nc3ccc(N4CCN(C)CC4)cc3)nc2n1-c1cccc(C(C)(C)O)n1. Cell line: EFM192B. Synergy scores: synergy=-11.5. (3) Drug 1: COC1CC2CCC(C)C(O)(O2)C(=O)C(=O)N2CCCCC2C(=O)OC(C(C)CC2CCC(OP(C)(C)=O)C(OC)C2)CC(=O)C(C)C=C(C)C(O)C(OC)C(=O)C(C)CC(C)C=CC=CC=C1C. Drug 2: Cn1cc(-c2cnn3c(N)c(Br)c(C4CCCNC4)nc23)cn1. Cell line: A2058. Synergy scores: synergy=61.8. (4) Drug 1: O=C(CCCCCCC(=O)Nc1ccccc1)NO. Drug 2: COC1=C2CC(C)CC(OC)C(O)C(C)C=C(C)C(OC(N)=O)C(OC)C=CC=C(C)C(=O)NC(=CC1=O)C2=O. Cell line: DLD1. Synergy scores: synergy=3.14. (5) Drug 1: O=C(CCCCCCC(=O)Nc1ccccc1)NO. Drug 2: Cc1nc(Nc2ncc(C(=O)Nc3c(C)cccc3Cl)s2)cc(N2CCN(CCO)CC2)n1. Cell line: CAOV3. Synergy scores: synergy=17.3.